From a dataset of Catalyst prediction with 721,799 reactions and 888 catalyst types from USPTO. Predict which catalyst facilitates the given reaction. (1) Reactant: C([O:4][CH2:5][CH2:6][CH2:7][S:8]([NH:11][C:12]([C:14]1[CH:19]=[CH:18][C:17]([C:20]2[CH:25]=[CH:24][C:23]([CH2:26][CH2:27][CH2:28][N:29]([C:39]([O:41][C:42]([CH3:45])([CH3:44])[CH3:43])=[O:40])[CH2:30][C@H:31]([OH:38])[C:32]3[CH:33]=[N:34][CH:35]=[CH:36][CH:37]=3)=[CH:22][CH:21]=2)=[CH:16][C:15]=1[O:46][CH2:47][CH:48]([CH3:50])[CH3:49])=[O:13])(=[O:10])=[O:9])(=O)C.[OH-].[Na+]. Product: [OH:4][CH2:5][CH2:6][CH2:7][S:8]([NH:11][C:12]([C:14]1[CH:19]=[CH:18][C:17]([C:20]2[CH:21]=[CH:22][C:23]([CH2:26][CH2:27][CH2:28][N:29]([CH2:30][C@H:31]([OH:38])[C:32]3[CH:33]=[N:34][CH:35]=[CH:36][CH:37]=3)[C:39](=[O:40])[O:41][C:42]([CH3:44])([CH3:45])[CH3:43])=[CH:24][CH:25]=2)=[CH:16][C:15]=1[O:46][CH2:47][CH:48]([CH3:50])[CH3:49])=[O:13])(=[O:10])=[O:9]. The catalyst class is: 111. (2) Reactant: Br[C:2]1[CH:3]=[C:4]([CH:8]=O)[O:5][C:6]=1Br.[K+].[CH2:11]([B-](F)(F)F)[C:12]1[CH:17]=[CH:16][CH:15]=[CH:14][CH:13]=1.[C:22]([O-:25])([O-])=O.[Cs+].[Cs+].O. Product: [CH2:11]([C:3]1[CH:2]=[C:6]([CH:22]=[O:25])[O:5][C:4]=1[CH2:8][C:12]1[CH:17]=[CH:16][CH:15]=[CH:14][CH:13]=1)[C:12]1[CH:17]=[CH:16][CH:15]=[CH:14][CH:13]=1. The catalyst class is: 450. (3) Reactant: [CH2:1]([N:3]1[C:7]2[N:8]=[C:9]([C:19]3[CH:25]=[CH:24][C:22]([NH2:23])=[CH:21][CH:20]=3)[N:10]=[C:11]([N:12]3[CH2:17][CH2:16][O:15][CH2:14][C@@H:13]3[CH3:18])[C:6]=2[N:5]=[N:4]1)[CH3:2].CCN(CC)CC.[S:33]1[CH:37]=[CH:36][CH:35]=[C:34]1[N:38]=[C:39]=[O:40]. Product: [CH2:1]([N:3]1[C:7]2[N:8]=[C:9]([C:19]3[CH:25]=[CH:24][C:22]([NH:23][C:39]([NH:38][C:34]4[S:33][CH:37]=[CH:36][CH:35]=4)=[O:40])=[CH:21][CH:20]=3)[N:10]=[C:11]([N:12]3[CH2:17][CH2:16][O:15][CH2:14][C@@H:13]3[CH3:18])[C:6]=2[N:5]=[N:4]1)[CH3:2]. The catalyst class is: 22. (4) Reactant: CN[CH2:3][C:4]1[CH:9]=[CH:8][CH:7]=[C:6]([N+:10]([O-])=O)[CH:5]=1.[C:13](O[C:13]([O:15][C:16]([CH3:19])([CH3:18])[CH3:17])=[O:14])([O:15][C:16]([CH3:19])([CH3:18])[CH3:17])=[O:14].O.NN.[C:31](#[N:33])C. Product: [NH2:10][C:6]1[CH:5]=[C:4]([CH:9]=[CH:8][CH:7]=1)[CH2:3][CH2:31][NH:33][C:13](=[O:14])[O:15][C:16]([CH3:19])([CH3:18])[CH3:17]. The catalyst class is: 178.